Dataset: Reaction yield outcomes from USPTO patents with 853,638 reactions. Task: Predict the reaction yield, written as a fraction of the theoretical maximum amount of product (1.0 means a 100% yield; for example, 0.34 means a 34% yield). (1) The product is [Br:1][C:2]1[CH:3]=[CH:4][C:5]([C:8]2([C:11]([N:34]3[CH2:38][CH2:37][C@@:36]4([C:42]5[CH:43]=[CH:44][CH:45]=[CH:46][C:41]=5[C:40](=[O:47])[O:39]4)[CH2:35]3)=[O:13])[CH2:9][CH2:10]2)=[CH:6][CH:7]=1. No catalyst specified. The reactants are [Br:1][C:2]1[CH:7]=[CH:6][C:5]([C:8]2([C:11]([OH:13])=O)[CH2:10][CH2:9]2)=[CH:4][CH:3]=1.CN(C)C=O.CC1(C)C2CCC1(CS(O)(=O)=O)C(=O)C2.[NH:34]1[CH2:38][CH2:37][C@@:36]2([C:42]3[CH:43]=[CH:44][CH:45]=[CH:46][C:41]=3[C:40](=[O:47])[O:39]2)[CH2:35]1.F[P-](F)(F)(F)(F)F.N1(O[P+](N(C)C)(N(C)C)N(C)C)C2C=CC=CC=2N=N1.C(N(CC)C(C)C)(C)C. The yield is 0.900. (2) The reactants are [NH:1]1[C:10]2[C:5](=[CH:6][CH:7]=[CH:8][CH:9]=2)[CH2:4][CH2:3][C:2]1=[O:11].C([C:14]([O:16][CH2:17][CH3:18])=[O:15])#N.[CH:19]([N-]C(C)C)(C)C.[Li+]. The catalyst is C1COCC1. The product is [CH3:19][N:1]1[C:10]2[C:5](=[CH:6][CH:7]=[CH:8][CH:9]=2)[CH2:4][CH:3]([C:14]([O:16][CH2:17][CH3:18])=[O:15])[C:2]1=[O:11]. The yield is 0.430.